This data is from Forward reaction prediction with 1.9M reactions from USPTO patents (1976-2016). The task is: Predict the product of the given reaction. (1) Given the reactants [O:1]1[CH2:6][CH2:5][CH:4]([C:7]([N:9]2[C@@H:15]3[CH2:16][C@@H:11]([O:12][C:13]4[CH:20]=[C:19]([C:21]([O:23]CC)=O)[CH:18]=[CH:17][C:14]=43)[CH2:10]2)=[O:8])[CH2:3][CH2:2]1.[OH-:26].[Na+].[NH2:28]O, predict the reaction product. The product is: [OH:26][NH:28][C:21]([C:19]1[CH:18]=[CH:17][C:14]2[C@H:15]3[CH2:16][C@@H:11]([O:12][C:13]=2[CH:20]=1)[CH2:10][N:9]3[C:7]([CH:4]1[CH2:5][CH2:6][O:1][CH2:2][CH2:3]1)=[O:8])=[O:23]. (2) Given the reactants [C:1]([O:9][CH2:10][C@H:11]1[O:15][C:14](=[O:16])[CH:13]=[CH:12]1)(=[O:8])[C:2]1[CH:7]=[CH:6][CH:5]=[CH:4][CH:3]=1.C(C1C=CC=CC=1)(=O)C1C=CC=CC=1.[C:31]([O:34][CH2:35][CH3:36])(=[O:33])C.C(Cl)(Cl)Cl, predict the reaction product. The product is: [C:1]([O:9][CH2:10][C@H:11]1[O:15][C:14](=[O:16])[CH2:13][C@@H:12]1[CH:31]1[O:34][CH2:35][CH2:36][O:33]1)(=[O:8])[C:2]1[CH:3]=[CH:4][CH:5]=[CH:6][CH:7]=1. (3) The product is: [C:17]([OH:21])(=[O:20])[CH:18]=[CH2:19].[NH2:3][C:17]([O:21][CH2:22][CH3:23])=[O:20]. Given the reactants O=C=[N:3]C1CC(C)(C)CC(C)(CN=C=O)C1.[C:17]([O:21][CH2:22][CH2:23]O)(=[O:20])[CH:18]=[CH2:19].C(O)(=O)C=C, predict the reaction product. (4) Given the reactants [C:1]([O:5][C:6]([N:8]1[CH2:13][C@@H:12]([C:14](=[O:37])[NH:15][CH2:16][C:17]2([CH2:31][CH2:32][CH2:33][CH2:34][O:35][CH3:36])[C:30]3[CH:29]=[CH:28][CH:27]=[CH:26][C:25]=3[O:24][C:23]3[C:18]2=[CH:19][CH:20]=[CH:21][CH:22]=3)[CH2:11][C@@H:10]([C:38]([OH:40])=O)[CH2:9]1)=[O:7])([CH3:4])([CH3:3])[CH3:2].[CH3:41][CH:42]([CH3:46])[CH2:43][CH2:44][NH2:45], predict the reaction product. The product is: [C:1]([O:5][C:6]([N:8]1[CH2:9][C@H:10]([C:38](=[O:40])[NH:45][CH2:44][CH2:43][CH:42]([CH3:46])[CH3:41])[CH2:11][C@H:12]([C:14](=[O:37])[NH:15][CH2:16][C:17]2([CH2:31][CH2:32][CH2:33][CH2:34][O:35][CH3:36])[C:30]3[CH:29]=[CH:28][CH:27]=[CH:26][C:25]=3[O:24][C:23]3[C:18]2=[CH:19][CH:20]=[CH:21][CH:22]=3)[CH2:13]1)=[O:7])([CH3:3])([CH3:4])[CH3:2]. (5) Given the reactants CC#N.[Na+].[I-].C[Si](Cl)(C)C.[Br:11][C:12]1[C:13]2[CH:14]=[C:15]3[C:24]([CH2:26][C:27]([O:29][CH3:30])=[O:28])(O)[CH2:23][CH2:22][N:16]3[C:17]=2[CH:18]=[C:19]([F:21])[CH:20]=1.C([O-])(O)=O.[Na+], predict the reaction product. The product is: [Br:11][C:12]1[C:13]2[CH:14]=[C:15]3[CH:24]([CH2:26][C:27]([O:29][CH3:30])=[O:28])[CH2:23][CH2:22][N:16]3[C:17]=2[CH:18]=[C:19]([F:21])[CH:20]=1. (6) Given the reactants [Cl:1][C:2]1[N:7]=[C:6]([NH:8][C:9]2[CH:10]=[C:11]3[C:15](=[CH:16][CH:17]=2)[NH:14][N:13]=[CH:12]3)[CH:5]=[C:4](Cl)[N:3]=1.[CH3:19][N:20]([CH3:24])[CH2:21][CH2:22][OH:23].O, predict the reaction product. The product is: [Cl:1][C:2]1[N:7]=[C:6]([NH:8][C:9]2[CH:10]=[C:11]3[C:15](=[CH:16][CH:17]=2)[NH:14][N:13]=[CH:12]3)[CH:5]=[C:4]([O:23][CH2:22][CH2:21][N:20]([CH3:24])[CH3:19])[N:3]=1. (7) Given the reactants [OH-].[K+].[Cl:3][C:4]1[CH:9]=[CH:8][C:7]([C:10]2[CH:15]=[CH:14][CH:13]=[CH:12][C:11]=2[O:16][CH2:17][C:18]([O:20]CC)=[O:19])=[CH:6][C:5]=1[C:23]([NH:25][CH2:26][C:27]12[CH2:36][CH:31]3[CH2:32][CH:33]([CH2:35][CH:29]([CH2:30]3)[CH2:28]1)[CH2:34]2)=[O:24], predict the reaction product. The product is: [Cl:3][C:4]1[CH:9]=[CH:8][C:7]([C:10]2[CH:15]=[CH:14][CH:13]=[CH:12][C:11]=2[O:16][CH2:17][C:18]([OH:20])=[O:19])=[CH:6][C:5]=1[C:23]([NH:25][CH2:26][C:27]12[CH2:36][CH:31]3[CH2:30][CH:29]([CH2:35][CH:33]([CH2:32]3)[CH2:34]1)[CH2:28]2)=[O:24].